Task: Predict which catalyst facilitates the given reaction.. Dataset: Catalyst prediction with 721,799 reactions and 888 catalyst types from USPTO Reactant: [C:1]([O:5][C:6](=[O:37])[NH:7][C:8]([C:10]1[S:11][C:12]([S:35][CH3:36])=[C:13]([S:15]([C:18]2[CH:19]=[C:20]([C:24]3[C:29]([CH3:30])=[CH:28][C:27]([N+:31]([O-])=O)=[CH:26][C:25]=3[Cl:34])[CH:21]=[CH:22][CH:23]=2)(=[O:17])=[O:16])[CH:14]=1)=[NH:9])([CH3:4])([CH3:3])[CH3:2].CCO.[Cl-].[NH4+]. Product: [C:1]([O:5][C:6](=[O:37])[NH:7][C:8]([C:10]1[S:11][C:12]([S:35][CH3:36])=[C:13]([S:15]([C:18]2[CH:19]=[C:20]([C:24]3[C:29]([CH3:30])=[CH:28][C:27]([NH2:31])=[CH:26][C:25]=3[Cl:34])[CH:21]=[CH:22][CH:23]=2)(=[O:16])=[O:17])[CH:14]=1)=[NH:9])([CH3:3])([CH3:4])[CH3:2]. The catalyst class is: 150.